The task is: Predict which catalyst facilitates the given reaction.. This data is from Catalyst prediction with 721,799 reactions and 888 catalyst types from USPTO. (1) Product: [NH2:15][C:14]1[NH:16][C:7](=[O:9])[C:6]2[CH:5]=[CH:4][S:3][C:2]=2[N:1]=1. Reactant: [NH2:1][C:2]1[S:3][CH:4]=[CH:5][C:6]=1[C:7]([O:9]CC)=O.Cl.Cl[C:14]([NH2:16])=[NH:15].CS(C)(=O)=O.[OH-].[NH4+]. The catalyst class is: 6. (2) Reactant: F[P-](F)(F)(F)(F)F.N1(OC(N(C)C)=[N+](C)C)C2N=CC=CC=2N=N1.[C:25]([O:29][C:30]([N:32]1[CH2:37][CH2:36][C:35]([NH:41][C:42]([O:44][C:45]([CH3:48])([CH3:47])[CH3:46])=[O:43])([C:38](O)=[O:39])[CH2:34][CH2:33]1)=[O:31])([CH3:28])([CH3:27])[CH3:26].[NH2:49][CH:50]([C:55]1[CH:60]=[CH:59][C:58]([Cl:61])=[CH:57][CH:56]=1)[CH2:51][CH2:52][CH2:53][OH:54].CCN(C(C)C)C(C)C.C([O-])(O)=O.[Na+]. Product: [C:45]([O:44][C:42]([NH:41][C:35]1([C:38](=[O:39])[NH:49][CH:50]([C:55]2[CH:56]=[CH:57][C:58]([Cl:61])=[CH:59][CH:60]=2)[CH2:51][CH2:52][CH2:53][OH:54])[CH2:34][CH2:33][N:32]([C:30]([O:29][C:25]([CH3:28])([CH3:27])[CH3:26])=[O:31])[CH2:37][CH2:36]1)=[O:43])([CH3:48])([CH3:47])[CH3:46]. The catalyst class is: 474.